Dataset: Catalyst prediction with 721,799 reactions and 888 catalyst types from USPTO. Task: Predict which catalyst facilitates the given reaction. (1) The catalyst class is: 8. Product: [CH2:7]([O:6][C:4]([C:3]1[C:9]([CH3:20])=[C:10]([C:11]2[CH:16]=[CH:15][C:14]([O:17][CH3:18])=[CH:13][CH:12]=2)[N:30]([C:24]2[CH:25]=[CH:26][C:27]([Cl:29])=[CH:28][C:23]=2[Cl:22])[N:31]=1)=[O:5])[CH3:8]. Reactant: [Li].O=[C:3]([CH:9]([CH3:20])[C:10](=O)[C:11]1[CH:16]=[CH:15][C:14]([O:17][CH3:18])=[CH:13][CH:12]=1)[C:4]([O:6][CH2:7][CH3:8])=[O:5].Cl.[Cl:22][C:23]1[CH:28]=[C:27]([Cl:29])[CH:26]=[CH:25][C:24]=1[NH:30][NH2:31]. (2) Reactant: [F:1][C:2]1[CH:19]=[CH:18][CH:17]=[C:16]([N+:20]([O-])=O)[C:3]=1[CH2:4][CH:5]([C:11]([O:13][CH2:14][CH3:15])=[O:12])[C:6]([O:8][CH2:9][CH3:10])=[O:7].Cl[Sn]Cl.O. Product: [NH2:20][C:16]1[CH:17]=[CH:18][CH:19]=[C:2]([F:1])[C:3]=1[CH2:4][CH:5]([C:11]([O:13][CH2:14][CH3:15])=[O:12])[C:6]([O:8][CH2:9][CH3:10])=[O:7]. The catalyst class is: 8. (3) Product: [CH3:8][O:9][C:10]1[CH:17]=[CH:16][C:13]([CH2:14][N:1]2[CH:5]=[CH:4][CH:3]=[C:2]2[CH:6]=[O:7])=[CH:12][CH:11]=1. The catalyst class is: 1. Reactant: [NH:1]1[CH:5]=[CH:4][CH:3]=[C:2]1[CH:6]=[O:7].[CH3:8][O:9][C:10]1[CH:17]=[CH:16][C:13]([CH2:14]Cl)=[CH:12][CH:11]=1.[Cl-].[NH4+]. (4) Reactant: [NH2:1][C:2]1[N:6]([C@@H:7]2[CH2:12][CH2:11][CH2:10][NH:9][CH2:8]2)[N:5]=[C:4]([C:13]2[CH:18]=[CH:17][C:16]([O:19][C:20]3[CH:25]=[CH:24][C:23]([F:26])=[CH:22][C:21]=3[F:27])=[CH:15][CH:14]=2)[C:3]=1[C:28]([NH2:30])=[O:29].F[P-](F)(F)(F)(F)F.CN([PH+](N(C)C)N(C)C)C.C(N(CC)C(C)C)(C)C.[C:57](/[CH:59]=[CH:60]/[C:61](O)=[O:62])#[N:58]. Product: [NH2:1][C:2]1[N:6]([C@@H:7]2[CH2:12][CH2:11][CH2:10][N:9]([C:61](=[O:62])/[CH:60]=[CH:59]/[C:57]#[N:58])[CH2:8]2)[N:5]=[C:4]([C:13]2[CH:18]=[CH:17][C:16]([O:19][C:20]3[CH:25]=[CH:24][C:23]([F:26])=[CH:22][C:21]=3[F:27])=[CH:15][CH:14]=2)[C:3]=1[C:28]([NH2:30])=[O:29]. The catalyst class is: 35. (5) Reactant: [CH:1]1([NH:7][C:8]2[CH:17]=[C:16]3[C:11]([C:12](=[O:33])[C:13]([NH:23][C:24](=[O:32])[CH2:25][CH2:26][C:27]([O:29]CC)=[O:28])=[CH:14][N:15]3[CH:18]3[CH2:22][CH2:21][CH2:20][CH2:19]3)=[CH:10][C:9]=2[F:34])[CH2:6][CH2:5][CH2:4][CH2:3][CH2:2]1.[OH-].[Na+].Cl.O. Product: [CH:1]1([NH:7][C:8]2[CH:17]=[C:16]3[C:11]([C:12](=[O:33])[C:13]([NH:23][C:24](=[O:32])[CH2:25][CH2:26][C:27]([OH:29])=[O:28])=[CH:14][N:15]3[CH:18]3[CH2:22][CH2:21][CH2:20][CH2:19]3)=[CH:10][C:9]=2[F:34])[CH2:6][CH2:5][CH2:4][CH2:3][CH2:2]1. The catalyst class is: 219. (6) Reactant: Cl.[F:2][C:3]1[CH:8]=[CH:7][CH:6]=[CH:5][C:4]=1[NH:9][NH2:10].C(=O)([O-])[O-].[K+].[K+].[C:17](OCC)(=[O:25])[C:18]#[C:19][C:20]([O:22][CH2:23][CH3:24])=[O:21].Cl. Product: [F:2][C:3]1[CH:8]=[CH:7][CH:6]=[CH:5][C:4]=1[N:9]1[C:17]([OH:25])=[CH:18][C:19]([C:20]([O:22][CH2:23][CH3:24])=[O:21])=[N:10]1. The catalyst class is: 40. (7) Reactant: [CH3:1][C:2]1[S:3][C:4]2[CH:10]=[CH:9][C:8]([O:11][CH2:12][CH2:13][C@H:14]3[NH:19][CH2:18][CH2:17][N:16]([C:20]([O:22][CH2:23][C:24]4[CH:29]=[CH:28][CH:27]=[CH:26][CH:25]=4)=[O:21])[CH2:15]3)=[CH:7][C:5]=2[N:6]=1.[CH3:30][O:31][C:32]([NH:34][C@H:35]1[CH2:40][CH2:39][CH2:38][CH2:37][C@@H:36]1[N:41]1[C:45]([C:46]2[CH:51]=[CH:50][CH:49]=[CH:48][CH:47]=2)=[C:44]([C:52](O)=[O:53])[N:43]=[CH:42]1)=[O:33].CCN=C=NCCCN(C)C.Cl.C1C=CC2N(O)N=NC=2C=1.C(N(CC)C(C)C)(C)C.C(=O)([O-])O.[Na+]. Product: [CH3:30][O:31][C:32]([NH:34][C@H:35]1[CH2:40][CH2:39][CH2:38][CH2:37][C@@H:36]1[N:41]1[C:45]([C:46]2[CH:47]=[CH:48][CH:49]=[CH:50][CH:51]=2)=[C:44]([C:52]([N:19]2[CH2:18][CH2:17][N:16]([C:20]([O:22][CH2:23][C:24]3[CH:29]=[CH:28][CH:27]=[CH:26][CH:25]=3)=[O:21])[CH2:15][C@H:14]2[CH2:13][CH2:12][O:11][C:8]2[CH:9]=[CH:10][C:4]3[S:3][C:2]([CH3:1])=[N:6][C:5]=3[CH:7]=2)=[O:53])[N:43]=[CH:42]1)=[O:33]. The catalyst class is: 3. (8) Reactant: [CH3:1][O:2][C:3]1[CH:4]=[C:5]2[C:9](=[CH:10][CH:11]=1)[NH:8][C:7]([CH3:12])=[C:6]2[CH:13]=[O:14].[H-].[Na+].Br[CH2:18][CH2:19][Cl:20]. Product: [Cl:20][CH2:19][CH2:18][N:8]1[C:9]2[C:5](=[CH:4][C:3]([O:2][CH3:1])=[CH:11][CH:10]=2)[C:6]([CH:13]=[O:14])=[C:7]1[CH3:12]. The catalyst class is: 3.